This data is from Full USPTO retrosynthesis dataset with 1.9M reactions from patents (1976-2016). The task is: Predict the reactants needed to synthesize the given product. (1) Given the product [C:1]([C:5]1[CH:10]=[CH:9][CH:8]=[CH:7][C:6]=1[O:11][CH2:12][C:13]#[C:14][Cl:15])([CH3:4])([CH3:3])[CH3:2], predict the reactants needed to synthesize it. The reactants are: [C:1]([C:5]1[CH:10]=[CH:9][CH:8]=[CH:7][C:6]=1[O:11][CH2:12][C:13]#[CH:14])([CH3:4])([CH3:3])[CH3:2].[Cl:15]C1CC(=O)NC1=O. (2) The reactants are: [CH2:1]([C@H:8]1[CH2:12][O:11][C:10](=[O:13])[NH:9]1)[C:2]1[CH:7]=[CH:6][CH:5]=[CH:4][CH:3]=1.[Li]CCCC.[F:19][C:20]1[CH:25]=[CH:24][C:23]([CH2:26][C:27](Cl)=[O:28])=[CH:22][CH:21]=1. Given the product [CH2:1]([C@H:8]1[CH2:12][O:11][C:10](=[O:13])[N:9]1[C:27](=[O:28])[CH2:26][C:23]1[CH:24]=[CH:25][C:20]([F:19])=[CH:21][CH:22]=1)[C:2]1[CH:3]=[CH:4][CH:5]=[CH:6][CH:7]=1, predict the reactants needed to synthesize it. (3) Given the product [C:23]([O:27][C:28]([N:30]1[C:38]2[CH2:37][CH2:36][N:35]([C:39]([O:41][C:42]([CH3:45])([CH3:44])[CH3:43])=[O:40])[CH2:34][C:33]=2[CH:32]=[C:31]1[CH:46]=[O:47])=[O:29])([CH3:26])([CH3:24])[CH3:25], predict the reactants needed to synthesize it. The reactants are: CC(OI1(OC(C)=O)(OC(C)=O)OC(=O)C2C=CC=CC1=2)=O.[C:23]([O:27][C:28]([N:30]1[C:38]2[CH2:37][CH2:36][N:35]([C:39]([O:41][C:42]([CH3:45])([CH3:44])[CH3:43])=[O:40])[CH2:34][C:33]=2[CH:32]=[C:31]1[CH2:46][OH:47])=[O:29])([CH3:26])([CH3:25])[CH3:24].S([O-])([O-])(=O)=S.[Na+].[Na+].C(=O)(O)[O-].[Na+]. (4) Given the product [CH3:33][O:25][C:24](=[O:26])[CH2:23][N:5]1[CH:4]=[C:3]([C:1]#[N:2])[C:7]([C:8]2[CH:13]=[C:12]([C:14]([F:15])([F:17])[F:16])[CH:11]=[C:10]([S:18]([CH2:21][CH2:22][CH2:27][CH3:28])(=[O:19])=[O:20])[CH:9]=2)=[CH:6]1, predict the reactants needed to synthesize it. The reactants are: [C:1]([C:3]1[C:7]([C:8]2[CH:13]=[C:12]([C:14]([F:17])([F:16])[F:15])[CH:11]=[C:10]([S:18]([CH2:21][CH3:22])(=[O:20])=[O:19])[CH:9]=2)=[CH:6][N:5]([CH2:23][C:24]([OH:26])=[O:25])[CH:4]=1)#[N:2].[CH2:27](S([O-])=O)[CH3:28].[Na+].[CH2:33](S([O-])=O)CCC.[Na+]. (5) Given the product [Cl:25][C:26]1[CH:31]=[CH:30][CH:29]=[CH:28][C:27]=1[C:2]1[N:7]=[C:6]([NH:8][C:9]([C:11]2[N:12]([CH3:21])[N:13]=[C:14]([C:17]([CH3:20])([CH3:19])[CH3:18])[C:15]=2[Cl:16])=[O:10])[C:5]([N+:22]([O-:24])=[O:23])=[CH:4][CH:3]=1, predict the reactants needed to synthesize it. The reactants are: Br[C:2]1[N:7]=[C:6]([NH:8][C:9]([C:11]2[N:12]([CH3:21])[N:13]=[C:14]([C:17]([CH3:20])([CH3:19])[CH3:18])[C:15]=2[Cl:16])=[O:10])[C:5]([N+:22]([O-:24])=[O:23])=[CH:4][CH:3]=1.[Cl:25][C:26]1[CH:31]=[CH:30][CH:29]=[CH:28][C:27]=1B(O)O.C(=O)([O-])[O-].[Cs+].[Cs+].C(Cl)Cl.